Dataset: Reaction yield outcomes from USPTO patents with 853,638 reactions. Task: Predict the reaction yield, written as a fraction of the theoretical maximum amount of product (1.0 means a 100% yield; for example, 0.34 means a 34% yield). The reactants are C[O:2][C:3]1[CH:8]=[CH:7][C:6]([C:9]2([C:12]([O:14][CH3:15])=[O:13])[CH2:11][CH2:10]2)=[CH:5][CH:4]=1.CCS.[Al+3].[Cl-].[Cl-].[Cl-]. The catalyst is C(Cl)Cl. The product is [CH3:15][O:14][C:12]([C:9]1([C:6]2[CH:5]=[CH:4][C:3]([OH:2])=[CH:8][CH:7]=2)[CH2:10][CH2:11]1)=[O:13]. The yield is 0.950.